Dataset: Full USPTO retrosynthesis dataset with 1.9M reactions from patents (1976-2016). Task: Predict the reactants needed to synthesize the given product. Given the product [C:1]([NH:6][C:7]1[CH:8]=[CH:9][C:10]([CH:13]2[C:22]([CH3:23])([CH3:24])[CH2:21][C:20]3[C:15](=[CH:16][CH:17]=[C:18]([C:25]([OH:27])=[O:26])[CH:19]=3)[NH:14]2)=[CH:11][CH:12]=1)(=[O:5])[CH:2]([CH3:4])[CH3:3], predict the reactants needed to synthesize it. The reactants are: [C:1]([NH:6][C:7]1[CH:12]=[CH:11][C:10]([CH:13]2[C:22]([CH3:24])([CH3:23])[CH2:21][C:20]3[C:15](=[CH:16][CH:17]=[C:18]([C:25]([O:27]C)=[O:26])[CH:19]=3)[NH:14]2)=[CH:9][CH:8]=1)(=[O:5])[CH:2]([CH3:4])[CH3:3].[OH-].[Na+].